This data is from Full USPTO retrosynthesis dataset with 1.9M reactions from patents (1976-2016). The task is: Predict the reactants needed to synthesize the given product. (1) Given the product [F:16][C:17]1[CH:22]=[CH:21][C:20]([C:2]2[CH:3]=[N:4][CH:5]=[C:6]3[C:11]=2[N:10]=[C:9]([C:12]([NH2:14])=[O:13])[C:8]([CH3:15])=[CH:7]3)=[CH:19][CH:18]=1, predict the reactants needed to synthesize it. The reactants are: Br[C:2]1[CH:3]=[N:4][CH:5]=[C:6]2[C:11]=1[N:10]=[C:9]([C:12]([NH2:14])=[O:13])[C:8]([CH3:15])=[CH:7]2.[F:16][C:17]1[CH:22]=[CH:21][C:20](B(O)O)=[CH:19][CH:18]=1. (2) The reactants are: [Cl:1][C:2]1[CH:3]=[CH:4][C:5]([N:38]2[CH:42]=[N:41][N:40]=[N:39]2)=[C:6]([C:8]#[C:9][C:10]([N:12]2[CH2:21][CH2:20][C:19]3[C:14](=[CH:15][CH:16]=[CH:17][CH:18]=3)[C@H:13]2[C:22]([NH:24][C:25]2[CH:37]=[CH:36][C:28]([C:29]([O:31]C(C)(C)C)=[O:30])=[CH:27][CH:26]=2)=[O:23])=[O:11])[CH:7]=1.F[P-](F)(F)(F)(F)F.N1(O[P+](N(C)C)(N(C)C)N(C)C)C2C=CC=CC=2N=N1.CCN(C(C)C)C(C)C. Given the product [Cl:1][C:2]1[CH:3]=[CH:4][C:5]([N:38]2[CH:42]=[N:41][N:40]=[N:39]2)=[C:6]([C:8]#[C:9][C:10]([N:12]2[CH2:21][CH2:20][C:19]3[C:14](=[CH:15][CH:16]=[CH:17][CH:18]=3)[C@H:13]2[C:22]([NH:24][C:25]2[CH:26]=[CH:27][C:28]([C:29]([OH:31])=[O:30])=[CH:36][CH:37]=2)=[O:23])=[O:11])[CH:7]=1, predict the reactants needed to synthesize it. (3) Given the product [CH:35]1([NH:34][C:21]2[N:20]=[C:19]([NH:13][C:12]3[CH:14]=[CH:15][C:9]([CH:5]4[CH2:6][CH2:7][CH2:8][N:3]([CH2:1][CH3:2])[CH2:4]4)=[CH:10][C:11]=3[O:16][CH3:17])[N:27]=[C:26]3[C:22]=2[N:23]=[CH:24][NH:25]3)[CH2:36][CH2:37][CH2:38][CH2:39][CH2:40]1, predict the reactants needed to synthesize it. The reactants are: [CH2:1]([N:3]1[CH2:8][CH2:7][CH2:6][CH:5]([C:9]2[CH:15]=[CH:14][C:12]([NH2:13])=[C:11]([O:16][CH3:17])[CH:10]=2)[CH2:4]1)[CH3:2].Cl[C:19]1[N:27]=[C:26]2[C:22]([N:23]=[CH:24][N:25]2C2CCCCO2)=[C:21]([NH:34][CH:35]2[CH2:40][CH2:39][CH2:38][CH2:37][CH2:36]2)[N:20]=1. (4) Given the product [CH3:1][C:2]1[CH:3]=[C:4]([O:5][CH2:6][C:7]2[S:11][C:10]([C:12]3[CH:17]=[CH:16][C:15]([C:18]([F:21])([F:20])[F:19])=[CH:14][CH:13]=3)=[N:9][C:8]=2[CH2:22][NH:36][CH2:33][CH2:34][CH3:35])[CH:24]=[CH:25][C:26]=1[C:27]1[NH:31][C:30](=[O:32])[O:29][N:28]=1, predict the reactants needed to synthesize it. The reactants are: [CH3:1][C:2]1[CH:3]=[C:4]([CH:24]=[CH:25][C:26]=1[C:27]1[NH:31][C:30](=[O:32])[O:29][N:28]=1)[O:5][CH2:6][C:7]1[S:11][C:10]([C:12]2[CH:17]=[CH:16][C:15]([C:18]([F:21])([F:20])[F:19])=[CH:14][CH:13]=2)=[N:9][C:8]=1[CH:22]=O.[CH2:33]([NH2:36])[CH2:34][CH3:35].C(N(CC)CC)C.[BH4-].[Na+]. (5) Given the product [CH:11]1([C:2]2[C:10]3[S:9][CH:8]=[N:7][C:6]=3[CH:5]=[CH:4][CH:3]=2)[CH2:13][CH2:12]1, predict the reactants needed to synthesize it. The reactants are: Cl[C:2]1[C:10]2[S:9][CH:8]=[N:7][C:6]=2[CH:5]=[CH:4][CH:3]=1.[CH:11]1(B(O)O)[CH2:13][CH2:12]1.P([O-])([O-])([O-])=O.[K+].[K+].[K+].C1(C)C=CC=CC=1. (6) Given the product [Br:1][C:2]1[CH:3]=[C:4]2[C:9](=[CH:10][CH:11]=1)[N:8]([CH3:22])[C:7](=[O:12])[CH:6]=[C:5]2[C:13]1[CH:18]=[CH:17][CH:16]=[C:15]([Cl:19])[CH:14]=1, predict the reactants needed to synthesize it. The reactants are: [Br:1][C:2]1[CH:3]=[C:4]2[C:9](=[CH:10][CH:11]=1)[NH:8][C:7](=[O:12])[CH:6]=[C:5]2[C:13]1[CH:18]=[CH:17][CH:16]=[C:15]([Cl:19])[CH:14]=1.IC.[CH3:22]COC(C)=O. (7) Given the product [CH2:1]([O:5][C:6]1[CH:7]=[C:8](/[CH:13]=[C:14](\[O:18][CH2:19][CH3:20])/[C:15]([O:17][CH3:27])=[O:16])[CH:9]=[CH:10][C:11]=1[I:12])[CH2:2][CH2:3][CH3:4], predict the reactants needed to synthesize it. The reactants are: [CH2:1]([O:5][C:6]1[CH:7]=[C:8](/[CH:13]=[C:14](\[O:18][CH2:19][CH3:20])/[C:15]([OH:17])=[O:16])[CH:9]=[CH:10][C:11]=1[I:12])[CH2:2][CH2:3][CH3:4].S(=O)(=O)(O)O.O.[CH3:27]O. (8) Given the product [C:1]([O:5][C:6]([N:8]1[CH2:9][CH2:10][N:11]([C:14]2[CH:19]=[CH:18][C:17]([Cl:20])=[CH:16][C:15]=2/[CH:21]=[C:28]2\[C:29](=[O:33])[NH:30][C:31]3[C:27]\2=[CH:26][CH:25]=[C:24]([Cl:23])[CH:32]=3)[CH2:12][CH2:13]1)=[O:7])([CH3:4])([CH3:3])[CH3:2], predict the reactants needed to synthesize it. The reactants are: [C:1]([O:5][C:6]([N:8]1[CH2:13][CH2:12][N:11]([C:14]2[CH:19]=[CH:18][C:17]([Cl:20])=[CH:16][C:15]=2[CH:21]=O)[CH2:10][CH2:9]1)=[O:7])([CH3:4])([CH3:3])[CH3:2].[Cl:23][C:24]1[CH:32]=[C:31]2[C:27]([CH2:28][C:29](=[O:33])[NH:30]2)=[CH:26][CH:25]=1.N1CCCC1. (9) The reactants are: [CH3:1][O:2][C:3]1[CH:8]=[CH:7][C:6]([O:9][CH3:10])=[CH:5][C:4]=1[S:11]([NH:14][C@H:15]1[CH2:19][N:18]([C:20]([O:22][C:23]([CH3:26])([CH3:25])[CH3:24])=[O:21])[C@@H:17]([CH2:27][N:28]2[C:36](=[O:37])[C:35]3[C:30](=[CH:31][CH:32]=[CH:33][CH:34]=3)[C:29]2=[O:38])[CH2:16]1)(=[O:13])=[O:12].C(=O)([O-])[O-].[Cs+].[Cs+].[CH2:45](Br)[C:46]1[CH:51]=[CH:50][CH:49]=[CH:48][CH:47]=1. Given the product [CH3:1][O:2][C:3]1[CH:8]=[CH:7][C:6]([O:9][CH3:10])=[CH:5][C:4]=1[S:11]([N:14]([CH2:45][C:46]1[CH:51]=[CH:50][CH:49]=[CH:48][CH:47]=1)[C@H:15]1[CH2:19][N:18]([C:20]([O:22][C:23]([CH3:26])([CH3:25])[CH3:24])=[O:21])[C@@H:17]([CH2:27][N:28]2[C:29](=[O:38])[C:30]3[C:35](=[CH:34][CH:33]=[CH:32][CH:31]=3)[C:36]2=[O:37])[CH2:16]1)(=[O:13])=[O:12], predict the reactants needed to synthesize it.